Dataset: Forward reaction prediction with 1.9M reactions from USPTO patents (1976-2016). Task: Predict the product of the given reaction. Given the reactants [Br:1][C:2]1[CH:3]=[C:4]([NH:13][CH:14]2[CH2:19][CH2:18][O:17][CH2:16][CH2:15]2)[C:5]([CH3:12])=[C:6]([CH:11]=1)[C:7]([O:9][CH3:10])=[O:8].[CH:20](=O)[CH3:21].C(O)(=O)C.C(O[BH-](OC(=O)C)OC(=O)C)(=O)C.[Na+].C(=O)(O)[O-].[Na+], predict the reaction product. The product is: [Br:1][C:2]1[CH:3]=[C:4]([N:13]([CH2:20][CH3:21])[CH:14]2[CH2:19][CH2:18][O:17][CH2:16][CH2:15]2)[C:5]([CH3:12])=[C:6]([CH:11]=1)[C:7]([O:9][CH3:10])=[O:8].